From a dataset of NCI-60 drug combinations with 297,098 pairs across 59 cell lines. Regression. Given two drug SMILES strings and cell line genomic features, predict the synergy score measuring deviation from expected non-interaction effect. (1) Drug 2: C1CN(CCN1C(=O)CCBr)C(=O)CCBr. Synergy scores: CSS=27.1, Synergy_ZIP=-9.59, Synergy_Bliss=-3.73, Synergy_Loewe=-9.23, Synergy_HSA=0.328. Cell line: 786-0. Drug 1: CC1=C(N=C(N=C1N)C(CC(=O)N)NCC(C(=O)N)N)C(=O)NC(C(C2=CN=CN2)OC3C(C(C(C(O3)CO)O)O)OC4C(C(C(C(O4)CO)O)OC(=O)N)O)C(=O)NC(C)C(C(C)C(=O)NC(C(C)O)C(=O)NCCC5=NC(=CS5)C6=NC(=CS6)C(=O)NCCC[S+](C)C)O. (2) Cell line: BT-549. Drug 1: CN(C)N=NC1=C(NC=N1)C(=O)N. Drug 2: COCCOC1=C(C=C2C(=C1)C(=NC=N2)NC3=CC=CC(=C3)C#C)OCCOC.Cl. Synergy scores: CSS=0.467, Synergy_ZIP=0.829, Synergy_Bliss=1.79, Synergy_Loewe=0.486, Synergy_HSA=0.432. (3) Drug 1: CC1=C2C(C(=O)C3(C(CC4C(C3C(C(C2(C)C)(CC1OC(=O)C(C(C5=CC=CC=C5)NC(=O)C6=CC=CC=C6)O)O)OC(=O)C7=CC=CC=C7)(CO4)OC(=O)C)O)C)OC(=O)C. Drug 2: CC1C(C(CC(O1)OC2CC(CC3=C2C(=C4C(=C3O)C(=O)C5=CC=CC=C5C4=O)O)(C(=O)C)O)N)O. Cell line: OVCAR-5. Synergy scores: CSS=50.2, Synergy_ZIP=-5.43, Synergy_Bliss=-3.88, Synergy_Loewe=0.761, Synergy_HSA=2.09. (4) Drug 1: C1=NC(=NC(=O)N1C2C(C(C(O2)CO)O)O)N. Drug 2: CCN(CC)CCCC(C)NC1=C2C=C(C=CC2=NC3=C1C=CC(=C3)Cl)OC. Cell line: OVCAR-5. Synergy scores: CSS=45.4, Synergy_ZIP=-10.1, Synergy_Bliss=0.296, Synergy_Loewe=-0.985, Synergy_HSA=2.85. (5) Drug 1: CC1OCC2C(O1)C(C(C(O2)OC3C4COC(=O)C4C(C5=CC6=C(C=C35)OCO6)C7=CC(=C(C(=C7)OC)O)OC)O)O. Drug 2: C1=NC(=NC(=O)N1C2C(C(C(O2)CO)O)O)N. Cell line: NCI-H460. Synergy scores: CSS=53.7, Synergy_ZIP=2.45, Synergy_Bliss=2.84, Synergy_Loewe=2.53, Synergy_HSA=6.90. (6) Drug 1: C1C(C(OC1N2C=NC3=C(N=C(N=C32)Cl)N)CO)O. Drug 2: C1CN(P(=O)(OC1)NCCCl)CCCl. Cell line: U251. Synergy scores: CSS=20.1, Synergy_ZIP=-8.51, Synergy_Bliss=-10.5, Synergy_Loewe=-64.7, Synergy_HSA=-12.8.